This data is from Catalyst prediction with 721,799 reactions and 888 catalyst types from USPTO. The task is: Predict which catalyst facilitates the given reaction. (1) Reactant: Br[C:2]1[CH:3]=[CH:4][C:5]2[C:6]([CH3:17])([CH3:16])[C:7]3[C:12]([C:13]=2[CH:14]=1)=[CH:11][C:10]([Br:15])=[CH:9][CH:8]=3.[C:18]1([C:27]2[CH:32]=[CH:31][CH:30]=[CH:29][CH:28]=2)[CH:23]=[CH:22][CH:21]=[CH:20][C:19]=1B(O)O.C([O-])([O-])=O.[Na+].[Na+].CCO. Product: [C:18]1([C:27]2[CH:28]=[CH:29][CH:30]=[CH:31][CH:32]=2)[CH:23]=[CH:22][CH:21]=[CH:20][C:19]=1[C:3]1[CH:2]=[CH:14][C:13]2[C:12]3[C:7](=[CH:8][CH:9]=[C:10]([Br:15])[CH:11]=3)[C:6]([CH3:16])([CH3:17])[C:5]=2[CH:4]=1. The catalyst class is: 206. (2) Reactant: [C:1]1([C:7]2[C:12]([C:13]3[CH:18]=[CH:17][N:16]=[CH:15][CH:14]=3)=[C:11]([C:19]3[CH:24]=[CH:23][CH:22]=[CH:21][CH:20]=3)[N:10]=[C:9]3[NH:25][N:26]=[CH:27][C:8]=23)[CH:6]=[CH:5][CH:4]=[CH:3][CH:2]=1.[OH-].[K+].I[CH3:31].O. Product: [CH3:31][N:26]1[CH:27]=[C:8]2[C:9]([N:10]=[C:11]([C:19]3[CH:24]=[CH:23][CH:22]=[CH:21][CH:20]=3)[C:12]([C:13]3[CH:18]=[CH:17][N:16]=[CH:15][CH:14]=3)=[C:7]2[C:1]2[CH:6]=[CH:5][CH:4]=[CH:3][CH:2]=2)=[N:25]1.[CH3:31][N:25]1[C:9]2=[N:10][C:11]([C:19]3[CH:24]=[CH:23][CH:22]=[CH:21][CH:20]=3)=[C:12]([C:13]3[CH:18]=[CH:17][N:16]=[CH:15][CH:14]=3)[C:7]([C:1]3[CH:6]=[CH:5][CH:4]=[CH:3][CH:2]=3)=[C:8]2[CH:27]=[N:26]1. The catalyst class is: 21. (3) Reactant: C([O:3][C:4](=[O:33])[CH2:5][CH2:6][C:7]1[CH:12]=[CH:11][CH:10]=[C:9]([N:13]2[C:17]([NH:18][C:19]([NH:21][C:22]3[CH:27]=[CH:26][C:25]([F:28])=[CH:24][CH:23]=3)=[O:20])=[CH:16][C:15]([C:29]([CH3:32])([CH3:31])[CH3:30])=[N:14]2)[CH:8]=1)C.[Li+].[OH-]. Product: [C:29]([C:15]1[CH:16]=[C:17]([NH:18][C:19]([NH:21][C:22]2[CH:23]=[CH:24][C:25]([F:28])=[CH:26][CH:27]=2)=[O:20])[N:13]([C:9]2[CH:8]=[C:7]([CH2:6][CH2:5][C:4]([OH:33])=[O:3])[CH:12]=[CH:11][CH:10]=2)[N:14]=1)([CH3:32])([CH3:30])[CH3:31]. The catalyst class is: 5. (4) Product: [Br:1][C:2]1[C:10]2[C:5](=[CH:6][C:7]([N+:13]([O-:15])=[O:14])=[C:8]([CH2:11][NH:43][CH2:42][C:38]3[CH:39]=[CH:40][CH:41]=[C:36]([Cl:35])[CH:37]=3)[CH:9]=2)[N:4]([C:16]([C:23]2[CH:24]=[CH:25][CH:26]=[CH:27][CH:28]=2)([C:17]2[CH:18]=[CH:19][CH:20]=[CH:21][CH:22]=2)[C:29]2[CH:30]=[CH:31][CH:32]=[CH:33][CH:34]=2)[N:3]=1. The catalyst class is: 53. Reactant: [Br:1][C:2]1[C:10]2[C:5](=[CH:6][C:7]([N+:13]([O-:15])=[O:14])=[C:8]([CH2:11]Br)[CH:9]=2)[N:4]([C:16]([C:29]2[CH:34]=[CH:33][CH:32]=[CH:31][CH:30]=2)([C:23]2[CH:28]=[CH:27][CH:26]=[CH:25][CH:24]=2)[C:17]2[CH:22]=[CH:21][CH:20]=[CH:19][CH:18]=2)[N:3]=1.[Cl:35][C:36]1[CH:37]=[C:38]([CH2:42][NH2:43])[CH:39]=[CH:40][CH:41]=1. (5) Product: [F:1][C:2]([F:11])([F:12])[C:3]1[CH:10]=[CH:9][C:6]([CH:7]([OH:8])[CH:13]=[CH2:14])=[CH:5][CH:4]=1. The catalyst class is: 469. Reactant: [F:1][C:2]([F:12])([F:11])[C:3]1[CH:10]=[CH:9][C:6]([CH:7]=[O:8])=[CH:5][CH:4]=1.[CH:13]([Mg]Br)=[CH2:14].[Cl-].[NH4+]. (6) Reactant: [Cl:1][C:2]1[N:3]=[C:4]([C:9]([NH:11][C@H:12]2[CH2:17][CH2:16][N:15]([C:18]3[O:19][C:20]([C:24]([O:26]CC)=[O:25])=[C:21]([CH3:23])[N:22]=3)[CH2:14][C@H:13]2[O:29][CH3:30])=[O:10])[NH:5][C:6]=1[CH2:7][CH3:8].[OH-].[Li+].CO. Product: [Cl:1][C:2]1[N:3]=[C:4]([C:9]([NH:11][C@H:12]2[CH2:17][CH2:16][N:15]([C:18]3[O:19][C:20]([C:24]([OH:26])=[O:25])=[C:21]([CH3:23])[N:22]=3)[CH2:14][C@H:13]2[O:29][CH3:30])=[O:10])[NH:5][C:6]=1[CH2:7][CH3:8]. The catalyst class is: 1.